From a dataset of Peptide-MHC class I binding affinity with 185,985 pairs from IEDB/IMGT. Regression. Given a peptide amino acid sequence and an MHC pseudo amino acid sequence, predict their binding affinity value. This is MHC class I binding data. (1) The peptide sequence is SDLPNNFSIS. The MHC is H-2-Kd with pseudo-sequence H-2-Kd. The binding affinity (normalized) is 0.268. (2) The peptide sequence is KFADDLNQM. The MHC is HLA-A24:02 with pseudo-sequence HLA-A24:02. The binding affinity (normalized) is 0.324. (3) The peptide sequence is AFTAAVTSPL. The MHC is Patr-A0701 with pseudo-sequence Patr-A0701. The binding affinity (normalized) is 0.163. (4) The peptide sequence is FPVRPQVPL. The MHC is HLA-A01:01 with pseudo-sequence HLA-A01:01. The binding affinity (normalized) is 0. (5) The peptide sequence is AEMKTDAATL. The MHC is HLA-B35:01 with pseudo-sequence HLA-B35:01. The binding affinity (normalized) is 0. (6) The peptide sequence is NRDGDSYYY. The MHC is HLA-A80:01 with pseudo-sequence HLA-A80:01. The binding affinity (normalized) is 0.430. (7) The peptide sequence is ILQAFAPL. The MHC is H-2-Kb with pseudo-sequence H-2-Kb. The binding affinity (normalized) is 0.913. (8) The binding affinity (normalized) is 0. The MHC is HLA-A24:02 with pseudo-sequence HLA-A24:02. The peptide sequence is FRDYVDRFYK. (9) The peptide sequence is TAIRAGYSI. The MHC is HLA-A02:01 with pseudo-sequence HLA-A02:01. The binding affinity (normalized) is 0.0585. (10) The peptide sequence is SVKERGPAY. The MHC is HLA-A26:01 with pseudo-sequence HLA-A26:01. The binding affinity (normalized) is 0.703.